Dataset: Full USPTO retrosynthesis dataset with 1.9M reactions from patents (1976-2016). Task: Predict the reactants needed to synthesize the given product. (1) Given the product [Br:1][C:2]1[CH:7]=[C:6]([CH3:8])[C:5]([C:9]2[CH:10]=[C:11]([C:20]#[N:21])[N:12]3[C:17]([SH:25])=[CH:16][C:15]([CH3:19])=[N:14][C:13]=23)=[C:4]([CH3:22])[CH:3]=1, predict the reactants needed to synthesize it. The reactants are: [Br:1][C:2]1[CH:7]=[C:6]([CH3:8])[C:5]([C:9]2[CH:10]=[C:11]([C:20]#[N:21])[N:12]3[C:17](Cl)=[CH:16][C:15]([CH3:19])=[N:14][C:13]=23)=[C:4]([CH3:22])[CH:3]=1.NC(N)=[S:25].[OH-].[Na+]. (2) Given the product [Cl:12][C:10]1[N:9]=[C:8]([C:13]2[CH:18]=[CH:17][CH:16]=[CH:15][CH:14]=2)[N:7]=[C:6]([NH:5][C:3](=[O:4])[CH2:2][N:19]2[CH2:24][CH2:23][CH2:22][CH2:21][CH2:20]2)[CH:11]=1, predict the reactants needed to synthesize it. The reactants are: Br[CH2:2][C:3]([NH:5][C:6]1[CH:11]=[C:10]([Cl:12])[N:9]=[C:8]([C:13]2[CH:18]=[CH:17][CH:16]=[CH:15][CH:14]=2)[N:7]=1)=[O:4].[NH:19]1[CH2:24][CH2:23][CH2:22][CH2:21][CH2:20]1. (3) Given the product [CH3:56][Sn:2]([CH3:1])([CH3:55])[C:3]1[S:10][C:9]2[C:8]3[S:11][C:12]4[C:16]([CH2:17][CH2:18][CH2:19][CH2:20][CH2:21][CH2:22][CH2:23][CH2:24][CH2:25][CH2:26][CH2:27][CH2:28][CH2:29][CH2:30][CH2:31][CH2:32][CH3:33])=[C:15]([Sn:34]([CH3:35])([CH3:36])[CH3:37])[S:14][C:13]=4[C:7]=3[S:6][C:5]=2[C:4]=1[CH2:38][CH2:39][CH2:40][CH2:41][CH2:42][CH2:43][CH2:44][CH2:45][CH2:46][CH2:47][CH2:48][CH2:49][CH2:50][CH2:51][CH2:52][CH2:53][CH3:54].[S:6]1[CH:7]=[CH:8][CH:9]=[CH:5]1, predict the reactants needed to synthesize it. The reactants are: [CH3:1][Sn:2]([CH3:56])([CH3:55])[C:3]1[S:10][C:9]2[C:8]3[S:11][C:12]4[C:16]([CH2:17][CH2:18][CH2:19][CH2:20][CH2:21][CH2:22][CH2:23][CH2:24][CH2:25][CH2:26][CH2:27][CH2:28][CH2:29][CH2:30][CH2:31][CH2:32][CH3:33])=[C:15]([Sn:34]([CH3:37])([CH3:36])[CH3:35])[S:14][C:13]=4[C:7]=3[S:6][C:5]=2[C:4]=1[CH2:38][CH2:39][CH2:40][CH2:41][CH2:42][CH2:43][CH2:44][CH2:45][CH2:46][CH2:47][CH2:48][CH2:49][CH2:50][CH2:51][CH2:52][CH2:53][CH3:54].C([Li])CCC.C[Sn](Cl)(C)C. (4) Given the product [Br:5][CH2:1][CH2:27][C@:28]1([CH2:42][O:43][CH3:44])[CH2:32][N:31]([C@@H:33]([C:35]2[CH:40]=[CH:39][CH:38]=[CH:37][CH:36]=2)[CH3:34])[C:30](=[O:41])[CH2:29]1, predict the reactants needed to synthesize it. The reactants are: [C:1]([Br:5])(Br)(Br)Br.C1(P(C2C=CC=CC=2)C2C=CC=CC=2)C=CC=CC=1.OC[CH2:27][C@:28]1([CH2:42][O:43][CH3:44])[CH2:32][N:31]([C@@H:33]([C:35]2[CH:40]=[CH:39][CH:38]=[CH:37][CH:36]=2)[CH3:34])[C:30](=[O:41])[CH2:29]1. (5) Given the product [Cl:9][C:10]1[CH:37]=[C:36]([CH3:38])[C:13]([NH:14][C:15](=[O:16])[C:19]2[CH:24]=[CH:23][C:22]([C:25]([F:27])([F:26])[F:28])=[CH:21][C:20]=2[C:29]2[C:34]([Cl:35])=[CH:33][CH:32]=[CH:31][N:30]=2)=[C:12]([CH:11]=1)[C:17]([NH:1][O:2][CH2:3][C:4](=[O:5])[N:6]([CH3:8])[CH3:7])=[O:18], predict the reactants needed to synthesize it. The reactants are: [NH2:1][O:2][CH2:3][C:4]([N:6]([CH3:8])[CH3:7])=[O:5].[Cl:9][C:10]1[CH:37]=[C:36]([CH3:38])[C:13]2[N:14]=[C:15]([C:19]3[CH:24]=[CH:23][C:22]([C:25]([F:28])([F:27])[F:26])=[CH:21][C:20]=3[C:29]3[C:34]([Cl:35])=[CH:33][CH:32]=[CH:31][N:30]=3)[O:16][C:17](=[O:18])[C:12]=2[CH:11]=1. (6) Given the product [CH:13]1([CH:16]([C:18]2[CH:23]=[CH:22][C:21]([N:24]([CH3:32])[C:25]3[CH:26]=[CH:27][C:28]([O:31][C:2]4[N:3]=[C:4]([OH:12])[C:5]5[CH:11]=[CH:10][N:9]=[CH:8][C:6]=5[N:7]=4)=[CH:29][CH:30]=3)=[CH:20][CH:19]=2)[CH3:17])[CH2:15][CH2:14]1, predict the reactants needed to synthesize it. The reactants are: Cl[C:2]1[N:3]=[C:4]([OH:12])[C:5]2[CH:11]=[CH:10][N:9]=[CH:8][C:6]=2[N:7]=1.[CH:13]1([CH:16]([C:18]2[CH:23]=[CH:22][C:21]([N:24]([CH3:32])[C:25]3[CH:30]=[CH:29][C:28]([OH:31])=[CH:27][CH:26]=3)=[CH:20][CH:19]=2)[CH3:17])[CH2:15][CH2:14]1. (7) The reactants are: [F:1][C:2]([F:32])([F:31])[C:3]1[CH:4]=[C:5]([CH:24]=[C:25]([C:27]([F:30])([F:29])[F:28])[CH:26]=1)[C:6]([N:8]1[CH2:13][CH2:12][NH:11][CH2:10][C@H:9]1[CH2:14][C:15]1[C:23]2[C:18](=[CH:19][CH:20]=[CH:21][CH:22]=2)[NH:17][CH:16]=1)=[O:7].[CH3:33][N:34]1[CH:38]=[C:37]([CH:39]=O)[CH:36]=[N:35]1.C(O[BH-](OC(=O)C)OC(=O)C)(=O)C.[Na+].[Cl:55]CCl. Given the product [ClH:55].[F:30][C:27]([F:28])([F:29])[C:25]1[CH:24]=[C:5]([CH:4]=[C:3]([C:2]([F:1])([F:31])[F:32])[CH:26]=1)[C:6]([N:8]1[CH2:13][CH2:12][N:11]([CH2:39][C:37]2[CH:36]=[N:35][N:34]([CH3:33])[CH:38]=2)[CH2:10][C@H:9]1[CH2:14][C:15]1[C:23]2[C:18](=[CH:19][CH:20]=[CH:21][CH:22]=2)[NH:17][CH:16]=1)=[O:7], predict the reactants needed to synthesize it. (8) Given the product [ClH:18].[NH2:9][C@H:5]1[CH2:6][CH2:7][CH2:8][N:3]([CH2:1][CH3:2])[C:4]1=[O:17], predict the reactants needed to synthesize it. The reactants are: [CH2:1]([N:3]1[CH2:8][CH2:7][CH2:6][C@H:5]([NH:9]C(=O)OC(C)(C)C)[C:4]1=[O:17])[CH3:2].[ClH:18]. (9) Given the product [Br:1][C:2]1[CH:3]=[C:4]([C:8]([O:10][CH3:16])=[O:9])[S:5][C:6]=1[Br:7], predict the reactants needed to synthesize it. The reactants are: [Br:1][C:2]1[CH:3]=[C:4]([C:8]([OH:10])=[O:9])[S:5][C:6]=1[Br:7].S(=O)(=O)(O)O.[CH3:16]O. (10) Given the product [C:15]([CH2:17][C:18]1([N:12]2[CH:13]=[C:9]([B:4]3[O:5][C:6]([CH3:7])([CH3:8])[C:2]([CH3:14])([CH3:1])[O:3]3)[CH:10]=[N:11]2)[CH2:19][CH2:20][N:21]([C:24]([O:26][C:27]([CH3:30])([CH3:29])[CH3:28])=[O:25])[CH2:22][CH2:23]1)#[N:16], predict the reactants needed to synthesize it. The reactants are: [CH3:1][C:2]1([CH3:14])[C:6]([CH3:8])([CH3:7])[O:5][B:4]([C:9]2[CH:10]=[N:11][NH:12][CH:13]=2)[O:3]1.[C:15]([CH:17]=[C:18]1[CH2:23][CH2:22][N:21]([C:24]([O:26][C:27]([CH3:30])([CH3:29])[CH3:28])=[O:25])[CH2:20][CH2:19]1)#[N:16].N12CCCN=C1CCCCC2.